The task is: Predict the reaction yield, written as a fraction of the theoretical maximum amount of product (1.0 means a 100% yield; for example, 0.34 means a 34% yield).. This data is from Reaction yield outcomes from USPTO patents with 853,638 reactions. (1) The reactants are [O:1]=[C:2]1[C:8]2[CH:9]=[CH:10][N:11]=[CH:12][C:7]=2[O:6][C:5]2[CH:13]=[CH:14][CH:15]=[CH:16][C:4]=2[N:3]1[CH2:17][CH2:18][O:19][C:20]1[CH:29]=[CH:28][C:23]([C:24]([O:26][CH3:27])=[O:25])=[CH:22][CH:21]=1.[CH3:30]I. The catalyst is CC(C)=O. The product is [CH3:30][N:11]1[CH2:10][CH2:9][C:8]2[C:2](=[O:1])[N:3]([CH2:17][CH2:18][O:19][C:20]3[CH:21]=[CH:22][C:23]([C:24]([O:26][CH3:27])=[O:25])=[CH:28][CH:29]=3)[C:4]3[CH:16]=[CH:15][CH:14]=[CH:13][C:5]=3[O:6][C:7]=2[CH2:12]1. The yield is 0.510. (2) The reactants are [C:1]1([CH3:9])[CH:6]=[CH:5][CH:4]=[CH:3][C:2]=1[Mg]Cl.[C:10]([NH:14][C:15](=[O:23])[C:16]1[CH:21]=[CH:20][C:19]([Cl:22])=[N:18][CH:17]=1)([CH3:13])([CH3:12])[CH3:11].CO.ClC1C(=O)C(C#N)=C(C#N)C(=O)C=1Cl. The catalyst is C1COCC1. The product is [C:10]([NH:14][C:15](=[O:23])[C:16]1[C:21]([C:2]2[CH:3]=[CH:4][CH:5]=[CH:6][C:1]=2[CH3:9])=[CH:20][C:19]([Cl:22])=[N:18][CH:17]=1)([CH3:13])([CH3:11])[CH3:12]. The yield is 0.900. (3) The reactants are [OH:1][C@@H:2]1[CH2:6][CH2:5][O:4][C:3]1=[O:7].C1(P(C2C=CC=CC=2)C2C=CC=CC=2)C=CC=CC=1.[Br:27][C:28]1[N:33]=[CH:32][C:31](O)=[CH:30][CH:29]=1. The catalyst is C1(C)C=CC=CC=1. The product is [Br:27][C:28]1[N:33]=[CH:32][C:31]([O:1][C@H:2]2[CH2:6][CH2:5][O:4][C:3]2=[O:7])=[CH:30][CH:29]=1. The yield is 0.790. (4) The reactants are [F:1][C:2]1[CH:7]=[CH:6][C:5]([OH:8])=[CH:4][C:3]=1[NH:9][C:10]([C:12]1[N:16]([CH3:17])[N:15]=[C:14]([CH3:18])[CH:13]=1)=[O:11].Br[C:20]1[CH:21]=[CH:22][C:23]([N+:26]([O-:28])=[O:27])=[N:24][CH:25]=1.C(=O)([O-])[O-].[Cs+].[Cs+].CN(C)C=O. The catalyst is O. The product is [F:1][C:2]1[CH:7]=[CH:6][C:5]([O:8][C:20]2[CH:25]=[N:24][C:23]([N+:26]([O-:28])=[O:27])=[CH:22][CH:21]=2)=[CH:4][C:3]=1[NH:9][C:10]([C:12]1[N:16]([CH3:17])[N:15]=[C:14]([CH3:18])[CH:13]=1)=[O:11]. The yield is 0.590. (5) The reactants are [F:1][C:2]([F:7])([F:6])[C:3]([OH:5])=[O:4].CN(C=O)C.C(Cl)(=O)C(Cl)=O.[CH2:19]([NH2:39])[CH2:20][CH2:21][CH2:22]/[CH:23]=[CH:24]\[CH2:25]/[CH:26]=[CH:27]\[CH2:28]/[CH:29]=[CH:30]\[CH2:31]/[CH:32]=[CH:33]\[CH2:34][CH2:35][CH2:36][CH2:37][CH3:38]. The catalyst is C(Cl)Cl. The product is [CH2:19]([NH2:39])[CH2:20][CH2:21][CH2:22]/[CH:23]=[CH:24]\[CH2:25]/[CH:26]=[CH:27]\[CH2:28]/[CH:29]=[CH:30]\[CH2:31]/[CH:32]=[CH:33]\[CH2:34][CH2:35][CH2:36][CH2:37][CH3:38].[F:1][C:2]([F:7])([F:6])[C:3]([O-:5])=[O:4]. The yield is 0.670. (6) The reactants are [F:1][C:2]1([F:23])[CH2:13]C=C[CH2:10][C@@H:9](C)[C:8](=[O:15])[O:7][CH2:6][C@@H:5]([C:16]2[CH:21]=[CH:20][CH:19]=[CH:18][CH:17]=2)[NH:4][C:3]1=[O:22].[CH3:24][C:25]([OH:28])([CH3:27])C.C1C[O:32]CC1.O.C[N+]1([O-])CCOCC1.S([O-])([O-])=O.[Na+].[Na+]. The catalyst is CCOC(C)=O.O. The product is [F:1][C:2]1([F:23])[CH2:13][C@H:24]([OH:32])[C@@H:25]([OH:28])[CH2:27][C@@H:9]([CH3:10])[C:8](=[O:15])[O:7][CH2:6][C@@H:5]([C:16]2[CH:21]=[CH:20][CH:19]=[CH:18][CH:17]=2)[NH:4][C:3]1=[O:22]. The yield is 0.420. (7) The reactants are Cl.[NH2:2][C:3]1[N:8]=[CH:7][C:6](/[CH:9]=[C:10](\[CH3:14])/[C:11]([OH:13])=O)=[CH:5][CH:4]=1.[CH3:15][N:16]1[C:24]2[C:19](=[CH:20][CH:21]=[CH:22][CH:23]=2)[CH:18]=[C:17]1[CH2:25][NH:26][CH3:27].C1C=CC2N(O)N=NC=2C=1.O.CCN(CC)CC.C(Cl)CCl. The catalyst is CN(C=O)C.C(Cl)Cl. The product is [NH2:2][C:3]1[N:8]=[CH:7][C:6](/[CH:9]=[C:10](\[CH3:14])/[C:11]([N:26]([CH3:27])[CH2:25][C:17]2[N:16]([CH3:15])[C:24]3[C:19]([CH:18]=2)=[CH:20][CH:21]=[CH:22][CH:23]=3)=[O:13])=[CH:5][CH:4]=1. The yield is 0.750. (8) The reactants are N[C:2]1[CH:11]=[CH:10][CH:9]=[C:8]2[C:3]=1[C:4]([Br:12])=[CH:5][N:6]=[CH:7]2.CCO.N([O-])=O.[Na+].[F:20][B-](F)(F)F.[H+]. The catalyst is O.CCOCC. The product is [Br:12][C:4]1[C:3]2[C:8](=[CH:9][CH:10]=[CH:11][C:2]=2[F:20])[CH:7]=[N:6][CH:5]=1. The yield is 0.420. (9) The yield is 0.193. The reactants are [F:1][C:2]1[CH:3]=[C:4]([C:20]([OH:22])=O)[C:5]2[CH:6]=[C:7]([NH:12][C@H:13]3[CH2:18][CH2:17][C@H:16]([OH:19])[CH2:15][CH2:14]3)[N:8]=[CH:9][C:10]=2[CH:11]=1.CN(C(ON1N=NC2C=CC=NC1=2)=[N+](C)C)C.F[P-](F)(F)(F)(F)F.C(N(CC)CC)C.[NH2:54][CH2:55][CH2:56][OH:57]. The catalyst is CC(N(C)C)=O. The product is [F:1][C:2]1[CH:3]=[C:4]([C:20]([NH:54][CH2:55][CH2:56][OH:57])=[O:22])[C:5]2[CH:6]=[C:7]([NH:12][C@H:13]3[CH2:18][CH2:17][C@H:16]([OH:19])[CH2:15][CH2:14]3)[N:8]=[CH:9][C:10]=2[CH:11]=1.